Dataset: Peptide-MHC class I binding affinity with 185,985 pairs from IEDB/IMGT. Task: Regression. Given a peptide amino acid sequence and an MHC pseudo amino acid sequence, predict their binding affinity value. This is MHC class I binding data. (1) The peptide sequence is KTPLYYLSGT. The MHC is HLA-A68:02 with pseudo-sequence HLA-A68:02. The binding affinity (normalized) is 0.0349. (2) The peptide sequence is ELWDPSTEA. The MHC is HLA-A68:02 with pseudo-sequence HLA-A68:02. The binding affinity (normalized) is 0.596. (3) The peptide sequence is HAEIESATL. The MHC is HLA-A02:01 with pseudo-sequence HLA-A02:01. The binding affinity (normalized) is 0.0847.